From a dataset of Catalyst prediction with 721,799 reactions and 888 catalyst types from USPTO. Predict which catalyst facilitates the given reaction. (1) Reactant: [CH:1]1([C:7]2[CH:24]=[CH:23][C:10]([O:11][C:12]3[C:17]([CH3:18])=[CH:16][C:15]([N+:19]([O-])=O)=[C:14]([CH3:22])[CH:13]=3)=[CH:9][CH:8]=2)[CH2:6][CH2:5][CH2:4][CH2:3][CH2:2]1.O.O.[Sn](Cl)Cl.C([O-])(O)=O.[Na+]. Product: [CH:1]1([C:7]2[CH:24]=[CH:23][C:10]([O:11][C:12]3[C:17]([CH3:18])=[CH:16][C:15]([NH2:19])=[C:14]([CH3:22])[CH:13]=3)=[CH:9][CH:8]=2)[CH2:2][CH2:3][CH2:4][CH2:5][CH2:6]1. The catalyst class is: 393. (2) Reactant: [C:1]1([CH:7]([C:30]2[CH:35]=[CH:34][CH:33]=[CH:32][CH:31]=2)[CH2:8][NH:9][C:10]2[N:18]=[C:17]([C:19]([NH:21][CH2:22][CH2:23][N:24]3[CH2:29][CH2:28][CH2:27][CH2:26][CH2:25]3)=[O:20])[N:16]=[C:15]3[C:11]=2[N:12]=[CH:13][NH:14]3)[CH:6]=[CH:5][CH:4]=[CH:3][CH:2]=1.FC(F)(F)S(O[Si](C)(C)C)(=O)=O.C(O[C@@H:52]1[O:64][C@H:63]([CH2:65][O:66][C:67](=[O:69])[CH3:68])[C@@H:58]([O:59][C:60](=[O:62])[CH3:61])[C@H:53]1[O:54][C:55](=[O:57])[CH3:56])(=O)C. The catalyst class is: 57. Product: [C:30]1([CH:7]([C:1]2[CH:2]=[CH:3][CH:4]=[CH:5][CH:6]=2)[CH2:8][NH:9][C:10]2[N:18]=[C:17]([C:19]([NH:21][CH2:22][CH2:23][N:24]3[CH2:29][CH2:28][CH2:27][CH2:26][CH2:25]3)=[O:20])[N:16]=[C:15]3[C:11]=2[N:12]=[CH:13][N:14]3[C@@H:52]2[O:64][C@H:63]([CH2:65][O:66][C:67](=[O:69])[CH3:68])[C@@H:58]([O:59][C:60](=[O:62])[CH3:61])[C@H:53]2[O:54][C:55](=[O:57])[CH3:56])[CH:35]=[CH:34][CH:33]=[CH:32][CH:31]=1.